From a dataset of Full USPTO retrosynthesis dataset with 1.9M reactions from patents (1976-2016). Predict the reactants needed to synthesize the given product. Given the product [Br:8][C:9]1[CH:16]=[CH:15][C:12]([CH:13]=[CH:1][C:2]2[O:6][CH:5]=[CH:4][CH:3]=2)=[CH:11][CH:10]=1, predict the reactants needed to synthesize it. The reactants are: [CH:1](=O)[C:2]1[O:6][CH:5]=[CH:4][CH:3]=1.[Br:8][C:9]1[CH:16]=[CH:15][C:12]([CH2:13]Br)=[CH:11][CH:10]=1.C1([SiH2]C2C=CC=CC=2)C=CC=CC=1.C(=O)([O-])OC(C)(C)C.[Na+].